From a dataset of Reaction yield outcomes from USPTO patents with 853,638 reactions. Predict the reaction yield, written as a fraction of the theoretical maximum amount of product (1.0 means a 100% yield; for example, 0.34 means a 34% yield). (1) The reactants are [CH3:1][N:2]1[C:6]2[CH:7]=[CH:8][C:9]([N+:11]([O-])=O)=[CH:10][C:5]=2[N:4]=[CH:3]1. The catalyst is CCO.[Pd]. The product is [CH3:1][N:2]1[C:6]2[CH:7]=[CH:8][C:9]([NH2:11])=[CH:10][C:5]=2[N:4]=[CH:3]1. The yield is 1.08. (2) The reactants are [NH2:1][C:2]1[CH:7]=[CH:6][C:5]([NH:8][C:9]([NH:11][C:12]2[CH:17]=[CH:16][CH:15]=[CH:14][CH:13]=2)=[O:10])=[CH:4][CH:3]=1.N1C=CC=CC=1.[C:24]1([S:30](Cl)(=[O:32])=[O:31])[CH:29]=[CH:28][CH:27]=[CH:26][CH:25]=1. The catalyst is C(OCC)(=O)C. The product is [C:12]1([NH:11][C:9](=[O:10])[NH:8][C:5]2[CH:4]=[CH:3][C:2]([NH:1][S:30]([C:24]3[CH:29]=[CH:28][CH:27]=[CH:26][CH:25]=3)(=[O:32])=[O:31])=[CH:7][CH:6]=2)[CH:13]=[CH:14][CH:15]=[CH:16][CH:17]=1. The yield is 0.820. (3) The reactants are Br[C:2]1[CH:3]=[C:4]2[C:10]([C:11]3[CH:12]=[N:13][N:14]([CH2:16][C:17]4[CH:22]=[CH:21][CH:20]=[C:19]([F:23])[CH:18]=4)[CH:15]=3)=[CH:9][N:8]([S:24]([C:27]3[CH:33]=[CH:32][C:30]([CH3:31])=[CH:29][CH:28]=3)(=[O:26])=[O:25])[C:5]2=[N:6][CH:7]=1.[CH3:34][S:35]([NH:38][C:39]1[CH:44]=[C:43](B2OC(C)(C)C(C)(C)O2)[CH:42]=[CH:41][C:40]=1[N:54]1[CH2:59][CH2:58][N:57]([CH2:60][C:61]([NH2:63])=[O:62])[CH2:56][CH2:55]1)(=[O:37])=[O:36].C(=O)([O-])[O-].[Na+].[Na+]. The catalyst is C1(C)C=CC=CC=1.C(O)C.O.CO.C(Cl)Cl.C1C=CC([P]([Pd]([P](C2C=CC=CC=2)(C2C=CC=CC=2)C2C=CC=CC=2)([P](C2C=CC=CC=2)(C2C=CC=CC=2)C2C=CC=CC=2)[P](C2C=CC=CC=2)(C2C=CC=CC=2)C2C=CC=CC=2)(C2C=CC=CC=2)C2C=CC=CC=2)=CC=1. The product is [F:23][C:19]1[CH:18]=[C:17]([CH:22]=[CH:21][CH:20]=1)[CH2:16][N:14]1[CH:15]=[C:11]([C:10]2[C:4]3[C:5](=[N:6][CH:7]=[C:2]([C:43]4[CH:42]=[CH:41][C:40]([N:54]5[CH2:55][CH2:56][N:57]([CH2:60][C:61]([NH2:63])=[O:62])[CH2:58][CH2:59]5)=[C:39]([NH:38][S:35]([CH3:34])(=[O:36])=[O:37])[CH:44]=4)[CH:3]=3)[N:8]([S:24]([C:27]3[CH:33]=[CH:32][C:30]([CH3:31])=[CH:29][CH:28]=3)(=[O:26])=[O:25])[CH:9]=2)[CH:12]=[N:13]1. The yield is 0.569. (4) The reactants are [CH3:1][O:2][C:3]1[CH:4]=[C:5]2[C:10](=[CH:11][CH:12]=1)[CH:9]=[C:8]([C:13](=O)[CH2:14][CH2:15][C:16]([C:18]1[CH:23]=[CH:22][CH:21]=[CH:20][CH:19]=1)=O)[CH:7]=[CH:6]2.C([O-])(=O)C.[NH4+:29]. The catalyst is C(O)(=O)C. The product is [CH3:1][O:2][C:3]1[CH:4]=[C:5]2[C:10](=[CH:11][CH:12]=1)[CH:9]=[C:8]([C:13]1[NH:29][C:16]([C:18]3[CH:23]=[CH:22][CH:21]=[CH:20][CH:19]=3)=[CH:15][CH:14]=1)[CH:7]=[CH:6]2. The yield is 0.910. (5) The reactants are C1C=C(OC(OC2N=CC=CC=2)=S)N=CC=1.NC1C=CN=CN=1.[NH:24]([C:26](=[O:47])[C:27]([NH:29][C:30]1[CH:35]=[CH:34][C:33]([C@H:36]2[CH2:41][CH2:40][C@H:39]([CH2:42][C:43]([O:45][CH3:46])=[O:44])[CH2:38][CH2:37]2)=[CH:32][CH:31]=1)=[O:28])[NH2:25].CC[N:50]=[C:51]=[N:52][CH2:53][CH2:54][CH2:55][N:56]([CH3:58])C. The catalyst is C(Cl)Cl.CO.CN(C=O)C. The product is [N:52]1[CH:53]=[CH:54][C:55]([NH:56][C:58]2[O:47][C:26]([C:27]([NH:29][C:30]3[CH:31]=[CH:32][C:33]([C@H:36]4[CH2:37][CH2:38][C@H:39]([CH2:42][C:43]([O:45][CH3:46])=[O:44])[CH2:40][CH2:41]4)=[CH:34][CH:35]=3)=[O:28])=[N:24][N:25]=2)=[N:50][CH:51]=1. The yield is 0.200. (6) The reactants are [CH3:1][C:2]([CH3:24])([CH2:21][CH:22]=[CH2:23])[C:3]([O:5][CH2:6][C@H:7]([NH:14][C:15](=[O:20])[CH2:16][CH2:17][C:18]#[CH:19])[C:8]1[CH:13]=[CH:12][CH:11]=[CH:10][CH:9]=1)=[O:4].[CH2:25]([O:27][SiH:28]([O:32][CH2:33][CH3:34])[O:29][CH2:30][CH3:31])[CH3:26]. The catalyst is C(Cl)Cl. The product is [CH3:1][C:2]([CH3:24])([CH2:21][CH:22]=[CH2:23])[C:3]([O:5][CH2:6][C@@H:7]([C:8]1[CH:13]=[CH:12][CH:11]=[CH:10][CH:9]=1)[NH:14][C:15](=[O:20])[CH2:16][CH2:17][C:18]([Si:28]([O:32][CH2:33][CH3:34])([O:29][CH2:30][CH3:31])[O:27][CH2:25][CH3:26])=[CH2:19])=[O:4]. The yield is 0.440. (7) The reactants are F[C:2]1[CH:20]=[C:19]([O:21][C:22]([F:25])([F:24])[F:23])[CH:18]=[CH:17][C:3]=1[C:4]([NH:6][C:7]1[CH:12]=[CH:11][CH:10]=[C:9]([S:13](=[O:16])(=[O:15])[NH2:14])[CH:8]=1)=[O:5].[F:26][C:27]1[CH:32]=[CH:31][C:30]([OH:33])=[C:29]([O:34][CH3:35])[CH:28]=1.C(=O)([O-])[O-].[Cs+].[Cs+]. The catalyst is CN1CCCC1=O. The product is [F:26][C:27]1[CH:32]=[CH:31][C:30]([O:33][C:2]2[CH:20]=[C:19]([O:21][C:22]([F:25])([F:24])[F:23])[CH:18]=[CH:17][C:3]=2[C:4]([NH:6][C:7]2[CH:12]=[CH:11][CH:10]=[C:9]([S:13](=[O:16])(=[O:15])[NH2:14])[CH:8]=2)=[O:5])=[C:29]([O:34][CH3:35])[CH:28]=1. The yield is 0.270. (8) No catalyst specified. The yield is 0.660. The product is [C:46]([N:49]1[CH2:54][CH2:53][N:52]([CH2:55][CH2:56][CH2:57][O:26][C:20]2[CH:19]=[C:18]3[C:23]([C:14]([Cl:13])=[N:15][CH:16]=[N:17]3)=[CH:22][C:21]=2[O:24][CH3:25])[CH2:51][CH2:50]1)(=[O:48])[CH3:47]. The reactants are N(C(OCC)=O)=NC(OCC)=O.[Cl:13][C:14]1[C:23]2[C:18](=[CH:19][C:20]([OH:26])=[C:21]([O:24][CH3:25])[CH:22]=2)[N:17]=[CH:16][N:15]=1.C1(P(C2C=CC=CC=2)C2C=CC=CC=2)C=CC=CC=1.[C:46]([N:49]1[CH2:54][CH2:53][N:52]([CH2:55][CH2:56][CH2:57]O)[CH2:51][CH2:50]1)(=[O:48])[CH3:47].